From a dataset of Retrosynthesis with 50K atom-mapped reactions and 10 reaction types from USPTO. Predict the reactants needed to synthesize the given product. (1) Given the product COc1nn(C)c(=O)n1-c1ccccc1C, predict the reactants needed to synthesize it. The reactants are: C[O-].Cc1ccccc1-n1c(Cl)nn(C)c1=O. (2) Given the product O=C(c1ccc(C2(c3ccccc3)SCCS2)cc1)N1CCc2ccoc2C1, predict the reactants needed to synthesize it. The reactants are: O=C(O)c1ccc(C2(c3ccccc3)SCCS2)cc1.c1cc2c(o1)CNCC2.